From a dataset of Full USPTO retrosynthesis dataset with 1.9M reactions from patents (1976-2016). Predict the reactants needed to synthesize the given product. (1) Given the product [F:8][C:6]1[CH:5]=[CH:4][C:3]([NH2:9])=[C:2]([O:15][CH:14]([C:16]2[O:20][N:19]=[C:18]([CH3:21])[CH:17]=2)[C:13]([F:12])([F:23])[F:22])[CH:7]=1, predict the reactants needed to synthesize it. The reactants are: F[C:2]1[CH:7]=[C:6]([F:8])[CH:5]=[CH:4][C:3]=1[N+:9]([O-])=O.[F:12][C:13]([F:23])([F:22])[CH:14]([C:16]1[O:20][N:19]=[C:18]([CH3:21])[CH:17]=1)[OH:15]. (2) Given the product [OH2:37].[OH2:65].[ClH:66].[NH2:1][C:2]1[C:7]([C:8]#[N:9])=[C:6]([CH:10]2[CH2:11][CH2:12][NH:13][CH2:14][CH2:15]2)[C:5]([C:35]#[N:36])=[C:4]([O:37][CH3:38])[N:3]=1, predict the reactants needed to synthesize it. The reactants are: [NH2:1][C:2]1[C:7]([C:8]#[N:9])=[C:6]([CH:10]2[CH2:15][CH2:14][N:13](C(C3C=CC=CC=3)(C3C=CC=CC=3)C3C=CC=CC=3)[CH2:12][CH2:11]2)[C:5]([C:35]#[N:36])=[C:4]([O:37][CH3:38])[N:3]=1.C(N1CCC(C[OH:65])CC1)(C1C=CC=CC=1)(C1C=CC=CC=1)C1C=CC=CC=1.[ClH:66].